Dataset: Catalyst prediction with 721,799 reactions and 888 catalyst types from USPTO. Task: Predict which catalyst facilitates the given reaction. The catalyst class is: 6. Product: [CH2:1]([N:8]1[C:16]2[C:11](=[CH:12][C:13]([N:17]3[CH:18]=[CH:19][CH:20]=[CH:21]3)=[CH:14][CH:15]=2)[C:10]([C:22]2[CH:23]=[CH:24][CH:25]=[CH:26][CH:27]=2)=[C:9]1[C:28]([NH:37][C@H:36]([C:35]([OH:34])=[O:45])[CH2:38][C:39]1[CH:40]=[CH:41][CH:42]=[CH:43][CH:44]=1)=[O:29])[C:2]1[CH:3]=[CH:4][CH:5]=[CH:6][CH:7]=1. Reactant: [CH2:1]([N:8]1[C:16]2[C:11](=[CH:12][C:13]([N:17]3[CH:21]=[CH:20][CH:19]=[CH:18]3)=[CH:14][CH:15]=2)[C:10]([C:22]2[CH:27]=[CH:26][CH:25]=[CH:24][CH:23]=2)=[C:9]1[C:28](O)=[O:29])[C:2]1[CH:7]=[CH:6][CH:5]=[CH:4][CH:3]=1.Cl.C([O:34][C:35](=[O:45])[C@H:36]([CH2:38][C:39]1[CH:44]=[CH:43][CH:42]=[CH:41][CH:40]=1)[NH2:37])C.